From a dataset of Full USPTO retrosynthesis dataset with 1.9M reactions from patents (1976-2016). Predict the reactants needed to synthesize the given product. (1) Given the product [Br:21][C:22]1[CH:23]=[C:24]([NH:25][C:6](=[O:7])[C:5]2[CH:9]=[CH:10][CH:11]=[C:3]([C:2]([F:13])([F:12])[F:1])[CH:4]=2)[CH:26]=[CH:27][C:28]=1[CH3:29], predict the reactants needed to synthesize it. The reactants are: [F:1][C:2]([F:13])([F:12])[C:3]1[CH:4]=[C:5]([CH:9]=[CH:10][CH:11]=1)[C:6](Cl)=[O:7].C(N(CC)CC)C.[Br:21][C:22]1[CH:23]=[C:24]([CH:26]=[CH:27][C:28]=1[CH3:29])[NH2:25].FC(F)(F)C1C=C(C=CC=1)N. (2) Given the product [CH2:2]([OH:1])[CH:3]([OH:4])[CH2:7][CH2:6][CH2:5][CH2:8][OH:9], predict the reactants needed to synthesize it. The reactants are: [OH:1][CH2:2][C:3]1[O:4][C:5]([CH2:8][OH:9])=[CH:6][CH:7]=1.[H][H]. (3) Given the product [CH2:9]([CH:8]1[C:7]2[C:2](=[CH:3][N:4]=[CH:5][CH:6]=2)[Si:19]([CH2:22][CH3:23])([CH2:20][CH3:21])[O:13]1)[CH2:10][CH2:11][CH3:12], predict the reactants needed to synthesize it. The reactants are: Br[C:2]1[CH:3]=[N:4][CH:5]=[CH:6][C:7]=1[CH:8]([OH:13])[CH2:9][CH2:10][CH2:11][CH3:12].[Li]CCCC.[SiH:19](Cl)([CH2:22][CH3:23])[CH2:20][CH3:21]. (4) Given the product [C:1]([N:5]1[C:9]([C:10]2[CH:15]=[CH:14][C:13]([N:16]3[CH2:21][CH2:20][CH2:19][CH2:18][CH2:17]3)=[CH:12][CH:11]=2)=[CH:8][C:7]([CH2:22][NH2:23])=[N:6]1)([CH3:4])([CH3:3])[CH3:2], predict the reactants needed to synthesize it. The reactants are: [C:1]([N:5]1[C:9]([C:10]2[CH:15]=[CH:14][C:13]([N:16]3[CH2:21][CH2:20][CH2:19][CH2:18][CH2:17]3)=[CH:12][CH:11]=2)=[CH:8][C:7]([CH:22]=[N:23]O)=[N:6]1)([CH3:4])([CH3:3])[CH3:2].[H-].[Al+3].[Li+].[H-].[H-].[H-].CCCCCC.CCOC(C)=O. (5) Given the product [F:1][C:2]1[CH:7]=[CH:6][C:5]([C:8]2[NH:12][N:11]=[C:10]([C:13]([N:15]3[CH2:20][CH2:19][NH:18][CH2:17][CH2:16]3)=[O:14])[C:9]=2[C:28]2[CH:29]=[CH:30][N:31]=[CH:32][CH:33]=2)=[CH:4][CH:3]=1.[OH2:35].[F:1][C:2]1[CH:7]=[CH:6][C:5]([C:8]2[NH:12][N:11]=[C:10]([C:13]([N:15]3[CH2:20][CH2:19][NH:18][CH2:17][CH2:16]3)=[O:14])[C:9]=2[C:28]2[CH:29]=[CH:30][N:31]=[CH:32][CH:33]=2)=[CH:4][CH:3]=1, predict the reactants needed to synthesize it. The reactants are: [F:1][C:2]1[CH:7]=[CH:6][C:5]([C:8]2[NH:12][N:11]=[C:10]([C:13]([N:15]3[CH2:20][CH2:19][N:18](C(OC(C)(C)C)=O)[CH2:17][CH2:16]3)=[O:14])[C:9]=2[C:28]2[CH:33]=[CH:32][N:31]=[CH:30][CH:29]=2)=[CH:4][CH:3]=1.C(O)(C(F)(F)F)=[O:35]. (6) Given the product [C:1]1([C:7]2[CH:12]=[CH:11][C:10](/[CH:13]=[CH:14]/[CH2:15][OH:16])=[CH:9][CH:8]=2)[CH:6]=[CH:5][CH:4]=[CH:3][CH:2]=1, predict the reactants needed to synthesize it. The reactants are: [C:1]1([C:7]2[CH:12]=[CH:11][C:10](/[CH:13]=[CH:14]/[C:15]([O-])=[O:16])=[CH:9][CH:8]=2)[CH:6]=[CH:5][CH:4]=[CH:3][CH:2]=1.[H-].C([Al+]CC(C)C)C(C)C. (7) Given the product [Br:10][C:7]1[CH:8]=[CH:9][C:4]2[N:2]([CH3:14])[CH:1]=[N:11][C:5]=2[CH:6]=1, predict the reactants needed to synthesize it. The reactants are: [CH3:1][NH2:2].Br[C:4]1[CH:9]=[CH:8][C:7]([Br:10])=[CH:6][C:5]=1[N+:11]([O-])=O.[CH3:14]O. (8) Given the product [Cl:1][C:2]1[C:7]([N:8]2[CH2:9][CH2:10][CH:11]([C:14]3[CH:19]=[C:18]([F:20])[CH:17]=[C:16]([F:21])[C:15]=3[O:22][CH:23]([F:25])[F:24])[CH2:12][CH2:13]2)=[CH:6][N:5]=[N:4][C:3]=1[NH:26][NH:27][C:42](=[O:43])[CH2:41][C:40]([F:46])([F:45])[F:39], predict the reactants needed to synthesize it. The reactants are: [Cl:1][C:2]1[C:7]([N:8]2[CH2:13][CH2:12][CH:11]([C:14]3[CH:19]=[C:18]([F:20])[CH:17]=[C:16]([F:21])[C:15]=3[O:22][CH:23]([F:25])[F:24])[CH2:10][CH2:9]2)=[CH:6][N:5]=[N:4][C:3]=1[NH:26][NH2:27].C1COCC1.C(=O)([O-])[O-].[Na+].[Na+].[F:39][C:40]([F:46])([F:45])[CH2:41][C:42](Cl)=[O:43].